Task: Predict the reactants needed to synthesize the given product.. Dataset: Full USPTO retrosynthesis dataset with 1.9M reactions from patents (1976-2016) (1) Given the product [Cl:1][C:2]1[C:8]([Cl:9])=[CH:7][CH:6]=[CH:5][C:3]=1[CH2:12][C:10]([NH2:14])=[O:11], predict the reactants needed to synthesize it. The reactants are: [Cl:1][C:2]1[C:8]([Cl:9])=[CH:7][CH:6]=[CH:5][C:3]=1N.[C:10](Cl)([CH3:12])=[O:11].[N:14]1C=CC=CC=1. (2) The reactants are: [NH2:1][CH2:2][C@@H:3]1[O:7][C:6](=[O:8])[N:5]([C:9]2[CH:22]=[CH:21][C:12]3[C:13]4[O:14][N:15]=[CH:16][C:17]=4[CH2:18][CH2:19][CH2:20][C:11]=3[CH:10]=2)[CH2:4]1.[F:23][CH:24]([F:28])[C:25](O)=[O:26]. Given the product [O:14]1[C:13]2[C:12]3[CH:21]=[CH:22][C:9]([N:5]4[CH2:4][C@H:3]([CH2:2][NH:1][C:25](=[O:26])[CH:24]([F:28])[F:23])[O:7][C:6]4=[O:8])=[CH:10][C:11]=3[CH2:20][CH2:19][CH2:18][C:17]=2[CH:16]=[N:15]1, predict the reactants needed to synthesize it. (3) Given the product [Cl:25][C:26]1[C:27]2[CH:37]=[CH:36][C:35]([F:38])=[CH:34][C:28]=2[S:29][C:30]=1[C:31]([NH:8][C@H:9]([CH2:13][C:14]1[CH:15]=[CH:16][C:17]([OH:20])=[CH:18][CH:19]=1)[C:10]([OH:12])=[O:11])=[O:32], predict the reactants needed to synthesize it. The reactants are: S1C(C([NH:8][C@H:9]([CH2:13][C:14]2[CH:19]=[CH:18][C:17]([OH:20])=[CH:16][CH:15]=2)[C:10]([OH:12])=[O:11])=O)=CC2C=CC=CC1=2.[Cl:25][C:26]1[C:27]2[CH:37]=[CH:36][C:35]([F:38])=[CH:34][C:28]=2[S:29][C:30]=1[C:31](Cl)=[O:32]. (4) Given the product [CH2:6]([NH:13][CH2:3][CH:2]([F:5])[F:1])[C:7]1[CH:12]=[CH:11][CH:10]=[CH:9][CH:8]=1, predict the reactants needed to synthesize it. The reactants are: [F:1][CH:2]([F:5])[CH2:3]Cl.[CH2:6]([NH2:13])[C:7]1[CH:12]=[CH:11][CH:10]=[CH:9][CH:8]=1.C(N(CC)CC)C. (5) The reactants are: [C-]#N.[K+].C([O:7][CH2:8][C:9]1[C:14]([F:15])=[CH:13][C:12]([S:16](=[O:23])(=[O:22])[N:17]=[CH:18][N:19]([CH3:21])[CH3:20])=[CH:11][C:10]=1[Cl:24])(=O)C. Given the product [Cl:24][C:10]1[CH:11]=[C:12]([S:16]([N:17]=[CH:18][N:19]([CH3:21])[CH3:20])(=[O:22])=[O:23])[CH:13]=[C:14]([F:15])[C:9]=1[CH2:8][OH:7], predict the reactants needed to synthesize it. (6) Given the product [Cl:27][CH2:13][C:11]1[CH:12]=[C:7]([F:6])[CH:8]=[C:9]([O:17][CH2:18][C:19]2[CH:24]=[CH:23][CH:22]=[CH:21][CH:20]=2)[C:10]=1[O:15][CH3:16], predict the reactants needed to synthesize it. The reactants are: C1COCC1.[F:6][C:7]1[CH:8]=[C:9]([O:17][CH2:18][C:19]2[CH:24]=[CH:23][CH:22]=[CH:21][CH:20]=2)[C:10]([O:15][CH3:16])=[C:11]([CH2:13]O)[CH:12]=1.S(Cl)([Cl:27])=O.CN(C=O)C. (7) Given the product [CH2:13]([O:15][C:16]([OH:21])=[CH:17][C:18]([OH:19])=[CH2:20])[CH3:14], predict the reactants needed to synthesize it. The reactants are: C(NC(C)C)(C)C.[Li]CCCC.[CH2:13]([O:15][C:16](=[O:21])[CH2:17][C:18]([CH3:20])=[O:19])[CH3:14]. (8) Given the product [CH3:1][O:2][C:3]1[CH:8]=[C:7]([NH2:9])[CH:6]=[CH:5][C:4]=1[N:12]1[CH:16]=[C:15]([CH3:17])[N:14]=[CH:13]1, predict the reactants needed to synthesize it. The reactants are: [CH3:1][O:2][C:3]1[CH:8]=[C:7]([N+:9]([O-])=O)[CH:6]=[CH:5][C:4]=1[N:12]1[CH:16]=[C:15]([CH3:17])[N:14]=[CH:13]1.